Predict the product of the given reaction. From a dataset of Forward reaction prediction with 1.9M reactions from USPTO patents (1976-2016). (1) The product is: [CH3:1][O:2][C:3]1[C:12]([NH:13][C:14]([N:33]2[CH2:32][CH2:31][N:30]([C:24]3[CH:23]=[C:22]([O:21][CH3:20])[CH:27]=[C:26]([O:28][CH3:29])[CH:25]=3)[CH2:35][CH2:34]2)=[O:18])=[N:11][C:10]2[C:5](=[CH:6][CH:7]=[C:8]([CH3:19])[CH:9]=2)[N:4]=1. Given the reactants [CH3:1][O:2][C:3]1[C:12]([NH:13][C:14](=[O:18])OCC)=[N:11][C:10]2[C:5](=[CH:6][CH:7]=[C:8]([CH3:19])[CH:9]=2)[N:4]=1.[CH3:20][O:21][C:22]1[CH:23]=[C:24]([N:30]2[CH2:35][CH2:34][NH:33][CH2:32][CH2:31]2)[CH:25]=[C:26]([O:28][CH3:29])[CH:27]=1, predict the reaction product. (2) The product is: [C:7]([C:11]1[CH:19]=[CH:18][C:14]([C:15]([OH:17])=[O:16])=[C:13]([O:36][C:33]2[CH:32]=[CH:31][C:30]([O:29][CH2:22][C:23]3[CH:24]=[CH:25][CH:26]=[CH:27][CH:28]=3)=[CH:35][CH:34]=2)[C:12]=1[Br:21])([CH3:10])([CH3:9])[CH3:8]. Given the reactants C(=O)([O-])[O-].[K+].[K+].[C:7]([C:11]1[CH:19]=[CH:18][C:14]([C:15]([OH:17])=[O:16])=[C:13](F)[C:12]=1[Br:21])([CH3:10])([CH3:9])[CH3:8].[CH2:22]([O:29][C:30]1[CH:35]=[CH:34][C:33]([OH:36])=[CH:32][CH:31]=1)[C:23]1[CH:28]=[CH:27][CH:26]=[CH:25][CH:24]=1.C(OCC)(=O)C, predict the reaction product.